This data is from NCI-60 drug combinations with 297,098 pairs across 59 cell lines. The task is: Regression. Given two drug SMILES strings and cell line genomic features, predict the synergy score measuring deviation from expected non-interaction effect. (1) Drug 1: CC1CCC2CC(C(=CC=CC=CC(CC(C(=O)C(C(C(=CC(C(=O)CC(OC(=O)C3CCCCN3C(=O)C(=O)C1(O2)O)C(C)CC4CCC(C(C4)OC)OCCO)C)C)O)OC)C)C)C)OC. Drug 2: C#CCC(CC1=CN=C2C(=N1)C(=NC(=N2)N)N)C3=CC=C(C=C3)C(=O)NC(CCC(=O)O)C(=O)O. Cell line: M14. Synergy scores: CSS=31.1, Synergy_ZIP=-2.30, Synergy_Bliss=-2.47, Synergy_Loewe=-10.1, Synergy_HSA=0.362. (2) Drug 1: CN(C)N=NC1=C(NC=N1)C(=O)N. Drug 2: CN(CC1=CN=C2C(=N1)C(=NC(=N2)N)N)C3=CC=C(C=C3)C(=O)NC(CCC(=O)O)C(=O)O. Cell line: HCT-15. Synergy scores: CSS=32.9, Synergy_ZIP=-0.496, Synergy_Bliss=-4.13, Synergy_Loewe=-19.9, Synergy_HSA=-4.97. (3) Drug 1: CCCCCOC(=O)NC1=NC(=O)N(C=C1F)C2C(C(C(O2)C)O)O. Drug 2: C1CN1C2=NC(=NC(=N2)N3CC3)N4CC4. Cell line: OVCAR3. Synergy scores: CSS=22.6, Synergy_ZIP=-3.07, Synergy_Bliss=0.840, Synergy_Loewe=-32.7, Synergy_HSA=-0.252. (4) Drug 1: C1=NC2=C(N1)C(=S)N=CN2. Drug 2: CC1C(C(CC(O1)OC2CC(CC3=C2C(=C4C(=C3O)C(=O)C5=CC=CC=C5C4=O)O)(C(=O)C)O)N)O. Cell line: HOP-62. Synergy scores: CSS=47.6, Synergy_ZIP=-7.89, Synergy_Bliss=-7.82, Synergy_Loewe=-5.66, Synergy_HSA=-4.01. (5) Drug 1: C#CCC(CC1=CN=C2C(=N1)C(=NC(=N2)N)N)C3=CC=C(C=C3)C(=O)NC(CCC(=O)O)C(=O)O. Drug 2: CN(C(=O)NC(C=O)C(C(C(CO)O)O)O)N=O. Cell line: M14. Synergy scores: CSS=-7.17, Synergy_ZIP=9.04, Synergy_Bliss=12.0, Synergy_Loewe=-7.38, Synergy_HSA=-0.0749. (6) Drug 1: CN1C(=O)N2C=NC(=C2N=N1)C(=O)N. Drug 2: C1CN(CCN1C(=O)CCBr)C(=O)CCBr. Cell line: T-47D. Synergy scores: CSS=-0.0940, Synergy_ZIP=-2.72, Synergy_Bliss=-3.41, Synergy_Loewe=-11.2, Synergy_HSA=-6.31. (7) Drug 1: CC1=C(N=C(N=C1N)C(CC(=O)N)NCC(C(=O)N)N)C(=O)NC(C(C2=CN=CN2)OC3C(C(C(C(O3)CO)O)O)OC4C(C(C(C(O4)CO)O)OC(=O)N)O)C(=O)NC(C)C(C(C)C(=O)NC(C(C)O)C(=O)NCCC5=NC(=CS5)C6=NC(=CS6)C(=O)NCCC[S+](C)C)O. Drug 2: CC12CCC3C(C1CCC2OP(=O)(O)O)CCC4=C3C=CC(=C4)OC(=O)N(CCCl)CCCl.[Na+]. Cell line: SNB-75. Synergy scores: CSS=8.62, Synergy_ZIP=-5.53, Synergy_Bliss=-3.49, Synergy_Loewe=-8.04, Synergy_HSA=-3.41. (8) Drug 1: CC1CCC2CC(C(=CC=CC=CC(CC(C(=O)C(C(C(=CC(C(=O)CC(OC(=O)C3CCCCN3C(=O)C(=O)C1(O2)O)C(C)CC4CCC(C(C4)OC)OCCO)C)C)O)OC)C)C)C)OC. Drug 2: CC1C(C(CC(O1)OC2CC(CC3=C2C(=C4C(=C3O)C(=O)C5=CC=CC=C5C4=O)O)(C(=O)C)O)N)O. Cell line: SNB-19. Synergy scores: CSS=47.4, Synergy_ZIP=-1.08, Synergy_Bliss=-2.47, Synergy_Loewe=4.56, Synergy_HSA=5.27. (9) Drug 1: CCCS(=O)(=O)NC1=C(C(=C(C=C1)F)C(=O)C2=CNC3=C2C=C(C=N3)C4=CC=C(C=C4)Cl)F. Drug 2: C(CCl)NC(=O)N(CCCl)N=O. Cell line: BT-549. Synergy scores: CSS=-5.91, Synergy_ZIP=0.937, Synergy_Bliss=-0.426, Synergy_Loewe=-4.29, Synergy_HSA=-3.52.